Dataset: Reaction yield outcomes from USPTO patents with 853,638 reactions. Task: Predict the reaction yield, written as a fraction of the theoretical maximum amount of product (1.0 means a 100% yield; for example, 0.34 means a 34% yield). The catalyst is CN(C=O)C. The reactants are [Cl:1][C:2]1[CH:7]=[CH:6][C:5]([OH:8])=[C:4]([N+:9]([O-:11])=[O:10])[CH:3]=1.C([O-])([O-])=O.[K+].[K+].[CH2:18]([O:20][C:21](=[O:29])[CH:22](Br)[C:23]([O:25][CH2:26][CH3:27])=[O:24])[CH3:19]. The product is [CH2:18]([O:20][C:21](=[O:29])[CH:22]([O:8][C:5]1[CH:6]=[CH:7][C:2]([Cl:1])=[CH:3][C:4]=1[N+:9]([O-:11])=[O:10])[C:23]([O:25][CH2:26][CH3:27])=[O:24])[CH3:19]. The yield is 0.320.